This data is from Reaction yield outcomes from USPTO patents with 853,638 reactions. The task is: Predict the reaction yield, written as a fraction of the theoretical maximum amount of product (1.0 means a 100% yield; for example, 0.34 means a 34% yield). (1) The reactants are F[C:2]1[CH:3]=[CH:4][C:5]([O:18][CH3:19])=[C:6]([CH:8]([OH:17])[C:9]#[C:10][C:11]2[CH:16]=[CH:15][CH:14]=[CH:13][CH:12]=2)[CH:7]=1.[CH3:20][N:21]([CH3:38])[S:22]([N:25]1C2C(=CC=C(C=O)C=2OC)[CH:27]=[N:26]1)(=[O:24])=[O:23]. No catalyst specified. The product is [CH3:20][N:21]([CH3:38])[S:22]([N:25]1[C:4]2[C:3](=[CH:2][CH:7]=[C:6]([CH:8]([OH:17])[C:9]#[C:10][C:11]3[CH:16]=[CH:15][CH:14]=[CH:13][CH:12]=3)[C:5]=2[O:18][CH3:19])[CH:27]=[N:26]1)(=[O:24])=[O:23]. The yield is 0.740. (2) The reactants are CN(C)[CH:3]=[O:4].P(Cl)(Cl)(Cl)=O.[NH:11]1[CH:15]=[CH:14][CH:13]=[C:12]1[C:16]([O:18][CH2:19][CH3:20])=[O:17].[OH-].[Na+]. The catalyst is ClC(Cl)C. The product is [CH2:19]([O:18][C:16]([C:12]1[NH:11][C:15]([CH:3]=[O:4])=[CH:14][CH:13]=1)=[O:17])[CH3:20].[CH2:19]([O:18][C:16]([C:12]1[NH:11][CH:15]=[C:14]([CH:3]=[O:4])[CH:13]=1)=[O:17])[CH3:20]. The yield is 0.500. (3) The reactants are [F:1][C:2]1[CH:11]=[CH:10][C:9]2[N:8]=[CH:7][C:6](=[O:12])[N:5]3[CH2:13][CH:14]([N:16]4[CH2:21][CH2:20][CH:19]([NH:22]C(=O)OC(C)(C)C)[CH2:18][CH2:17]4)[CH2:15][C:3]=1[C:4]=23.CO.Cl.O1CCOCC1. The catalyst is ClCCl. The product is [NH2:22][CH:19]1[CH2:18][CH2:17][N:16]([CH:14]2[CH2:13][N:5]3[C:6](=[O:12])[CH:7]=[N:8][C:9]4[CH:10]=[CH:11][C:2]([F:1])=[C:3]([C:4]=43)[CH2:15]2)[CH2:21][CH2:20]1. The yield is 0.770. (4) The reactants are Cl.[CH:2]12[NH:8][CH:5]([CH2:6][CH2:7]1)[CH2:4][CH2:3]2.F[C:10]1[CH:15]=[CH:14][C:13]([N+:16]([O-:18])=[O:17])=[C:12]([C:19]([F:22])([F:21])[F:20])[CH:11]=1.C(N(CC)CC)C. The catalyst is C(#N)C. The product is [N+:16]([C:13]1[CH:14]=[CH:15][C:10]([N:8]2[CH:5]3[CH2:6][CH2:7][CH:2]2[CH2:3][CH2:4]3)=[CH:11][C:12]=1[C:19]([F:20])([F:21])[F:22])([O-:18])=[O:17]. The yield is 0.880. (5) The reactants are [CH:1]([N:4]([C:8]1[CH:13]=[CH:12][C:11]2[O:14][CH2:15][O:16][C:10]=2[CH:9]=1)[C:5]([NH2:7])=[O:6])([CH3:3])[CH3:2].[O:17]1[C:22]2[CH:23]=[CH:24][C:25]([CH:27]=O)=[CH:26][C:21]=2[O:20][CH2:19][CH2:18]1. No catalyst specified. The product is [CH:1]([N:4]1[C:8]2[C:13](=[CH:12][C:11]3[O:14][CH2:15][O:16][C:10]=3[CH:9]=2)[CH:27]([C:25]2[CH:24]=[CH:23][C:22]3[O:17][CH2:18][CH2:19][O:20][C:21]=3[CH:26]=2)[NH:7][C:5]1=[O:6])([CH3:3])[CH3:2]. The yield is 0.320.